This data is from CYP2D6 inhibition data for predicting drug metabolism from PubChem BioAssay. The task is: Regression/Classification. Given a drug SMILES string, predict its absorption, distribution, metabolism, or excretion properties. Task type varies by dataset: regression for continuous measurements (e.g., permeability, clearance, half-life) or binary classification for categorical outcomes (e.g., BBB penetration, CYP inhibition). Dataset: cyp2d6_veith. The result is 0 (non-inhibitor). The compound is O=C(/C=C/c1ccccc1)N1CCN(Cc2nc3ccccc3c(=O)[nH]2)CC1.